Dataset: Reaction yield outcomes from USPTO patents with 853,638 reactions. Task: Predict the reaction yield, written as a fraction of the theoretical maximum amount of product (1.0 means a 100% yield; for example, 0.34 means a 34% yield). (1) The catalyst is O.C(COC)OC. The reactants are C[O:2][C:3]1[CH:8]=[CH:7][C:6]([C:9]2[C:17]3[C:12](=[C:13]([N:18]4[CH2:23][CH2:22][O:21][CH2:20][CH2:19]4)[CH:14]=[CH:15][CH:16]=3)[N:11]([CH2:24][CH2:25][CH3:26])[N:10]=2)=[CH:5][CH:4]=1.ClC1C=CC=C2C=1N(CCC)N=C2C1C=CC(OC)=CC=1.N1CCOCC1.CC(C)([O-])C.[Na+]. The yield is 0.630. The product is [N:18]1([C:13]2[CH:14]=[CH:15][CH:16]=[C:17]3[C:12]=2[N:11]([CH2:24][CH2:25][CH3:26])[N:10]=[C:9]3[C:6]2[CH:5]=[CH:4][C:3]([OH:2])=[CH:8][CH:7]=2)[CH2:19][CH2:20][O:21][CH2:22][CH2:23]1. (2) The reactants are C(N(CC)CC)C.[CH3:8][C@H:9]1[C:17]2[C:16]([N:18]3[CH2:23][CH2:22][N:21]([C:24]([O:26][C:27]([CH3:30])([CH3:29])[CH3:28])=[O:25])[CH2:20][CH2:19]3)=[N:15][CH:14]=[N:13][C:12]=2[C:11](=[O:31])[CH2:10]1.O[C@H]1C2N=CN=C(N3CCN(C(OC(C)(C)C)=O)CC3)C=2[C@H](C)C1. The catalyst is C(Cl)Cl. The product is [OH:31][C@@H:11]1[C:12]2[N:13]=[CH:14][N:15]=[C:16]([N:18]3[CH2:23][CH2:22][N:21]([C:24]([O:26][C:27]([CH3:30])([CH3:29])[CH3:28])=[O:25])[CH2:20][CH2:19]3)[C:17]=2[C@H:9]([CH3:8])[CH2:10]1. The yield is 0.953. (3) The reactants are [O:1]=[C:2]1[C:10]2([C:22]3[C:13](=[CH:14][C:15]4[O:20][CH2:19][CH2:18][O:17][C:16]=4[CH:21]=3)[O:12][CH2:11]2)[C:9]2[C:4](=[CH:5][CH:6]=[CH:7][CH:8]=2)[N:3]1[CH2:23][C:24]1[C:29]([C:30](O)=[O:31])=[CH:28][CH:27]=[CH:26][N:25]=1.Cl.CN.O[N:37]1[C:41]2C=CC=CC=2N=N1.CN1CCOCC1. The catalyst is O.CN(C)C=O. The product is [CH3:41][NH:37][C:30]([C:29]1[C:24]([CH2:23][N:3]2[C:4]3[C:9](=[CH:8][CH:7]=[CH:6][CH:5]=3)[C:10]3([C:22]4[C:13](=[CH:14][C:15]5[O:20][CH2:19][CH2:18][O:17][C:16]=5[CH:21]=4)[O:12][CH2:11]3)[C:2]2=[O:1])=[N:25][CH:26]=[CH:27][CH:28]=1)=[O:31]. The yield is 0.920. (4) The reactants are [O:1]1[CH2:6][CH2:5][N:4]([C:7]2[O:8][C:9]3[CH:15]=[CH:14][C:13]([N+:16]([O-])=O)=[CH:12][C:10]=3[N:11]=2)[CH2:3][CH2:2]1.S(S([O-])=O)([O-])=O.[Na+].[Na+]. The catalyst is C(O)C.O.O. The product is [O:1]1[CH2:6][CH2:5][N:4]([C:7]2[O:8][C:9]3[CH:15]=[CH:14][C:13]([NH2:16])=[CH:12][C:10]=3[N:11]=2)[CH2:3][CH2:2]1. The yield is 0.300. (5) The reactants are [CH:1]12[CH:16]=[CH:15][CH:5]([O:6][N:7]1[C:8]([O:10][C:11]([CH3:14])([CH3:13])[CH3:12])=[O:9])[CH2:4][CH2:3][CH2:2]2. The catalyst is C(O)(=O)C.O.C(OCC)(=O)C.[Zn]. The product is [C:11]([O:10][C:8]([NH:7][C@H:1]1[CH2:2][CH2:3][CH2:4][C@@H:5]([OH:6])[CH:15]=[CH:16]1)=[O:9])([CH3:14])([CH3:12])[CH3:13]. The yield is 0.220. (6) The reactants are [NH2:1][C:2]1[CH:3]=[C:4](O)[CH:5]=[CH:6][CH:7]=1.[C:9]1(C)[C:10](S(OCCCOS([C:14]2[C:13](C)=[CH:12]C=[CH:10][CH:9]=2)(=O)=O)(=O)=O)=C[CH:12]=[CH:13][CH:14]=1.[C:34]([O-:37])([O-])=O.[Na+].[Na+]. The catalyst is O1CCOCC1. The product is [CH2:3]1[CH2:2][N:1]2[C:10]3[C:9]([CH2:14][CH2:13][CH2:12]2)=[C:34]([OH:37])[CH:7]=[CH:6][C:5]=3[CH2:4]1. The yield is 0.270. (7) The reactants are [CH3:1][O:2][NH:3][CH:4]([CH2:7][C:8]1[C:13]([Cl:14])=[CH:12][C:11]([Cl:15])=[CH:10][C:9]=1[Cl:16])[CH2:5]O.C(N(S(F)(F)[F:23])CC)C. The catalyst is ClCCl. The product is [F:23][CH2:5][CH:4]([NH:3][O:2][CH3:1])[CH2:7][C:8]1[C:13]([Cl:14])=[CH:12][C:11]([Cl:15])=[CH:10][C:9]=1[Cl:16]. The yield is 0.430.